Dataset: Catalyst prediction with 721,799 reactions and 888 catalyst types from USPTO. Task: Predict which catalyst facilitates the given reaction. (1) Reactant: N1CCCCC1.[OH:7][C:8]1[CH:15]=[CH:14][C:11]([CH:12]=O)=[CH:10][C:9]=1[O:16][CH3:17].C([CH2:21][C:22]([NH:24][C:25]1[CH:33]=[CH:32][CH:31]=[CH:30][C:26]=1[C:27]([OH:29])=[O:28])=[O:23])(O)=O.Cl. The catalyst class is: 11. Product: [OH:7][C:8]1[CH:15]=[CH:14][C:11](/[CH:12]=[CH:21]/[C:22]([NH:24][C:25]2[CH:33]=[CH:32][CH:31]=[CH:30][C:26]=2[C:27]([OH:29])=[O:28])=[O:23])=[CH:10][C:9]=1[O:16][CH3:17]. (2) Reactant: [CH2:1]([O:8][C:9]1([C:12]2[CH:17]=[CH:16][C:15]([C:18]#[C:19][C:20]3[CH:25]=[CH:24][C:23]([CH2:26][C:27]([O:29][CH3:30])=[O:28])=[CH:22][CH:21]=3)=[CH:14][CH:13]=2)[CH2:11][CH2:10]1)[C:2]1[CH:7]=[CH:6][CH:5]=[CH:4][CH:3]=1.[CH3:31]OC(=O)CC1C=CC(I)=CC=1. Product: [CH2:1]([O:8][C:9]1([C:12]2[CH:17]=[CH:16][C:15]([C:18]#[C:19][C:20]3[CH:21]=[CH:22][C:23]([CH2:26][C:27]([O:29][CH3:30])=[O:28])=[CH:24][CH:25]=3)=[CH:14][C:13]=2[CH3:31])[CH2:11][CH2:10]1)[C:2]1[CH:7]=[CH:6][CH:5]=[CH:4][CH:3]=1. The catalyst class is: 337. (3) Reactant: [N:1]([C@H:4]([C@@H:7]([CH2:9][NH:10][C:11]([O:13][C:14]([CH3:17])([CH3:16])[CH3:15])=[O:12])[OH:8])[CH2:5][CH3:6])=[N+]=[N-].[H][H]. Product: [NH2:1][C@H:4]([C@@H:7]([CH2:9][NH:10][C:11]([O:13][C:14]([CH3:15])([CH3:17])[CH3:16])=[O:12])[OH:8])[CH2:5][CH3:6]. The catalyst class is: 19. (4) Reactant: [F:1][C:2]1[CH:7]=[CH:6][C:5]([CH2:8][C:9](=[O:11])[CH3:10])=[CH:4][CH:3]=1.CO[CH:14](OC)[N:15]([CH3:17])[CH3:16]. Product: [CH3:14][N:15]([CH3:17])[CH:16]=[C:8]([C:5]1[CH:4]=[CH:3][C:2]([F:1])=[CH:7][CH:6]=1)[C:9](=[O:11])[CH3:10]. The catalyst class is: 81. (5) Reactant: [C:1]([O:5][C:6]([NH:8][CH2:9][CH:10]([OH:13])[CH2:11][OH:12])=[O:7])([CH3:4])([CH3:3])[CH3:2].N1C=CN=C1.[CH:19]([Si:22](Cl)([CH:26]([CH3:28])[CH3:27])[CH:23]([CH3:25])[CH3:24])([CH3:21])[CH3:20]. Product: [CH:19]([Si:22]([O:12][CH2:11][CH:10]([OH:13])[CH2:9][NH:8][C:6]([O:5][C:1]([CH3:4])([CH3:2])[CH3:3])=[O:7])([CH:26]([CH3:28])[CH3:27])[CH:23]([CH3:25])[CH3:24])([CH3:21])[CH3:20]. The catalyst class is: 3. (6) Reactant: [F:1][C:2]1[C:12]2[C:11](=[O:13])[CH2:10][CH2:9][CH2:8][CH2:7][C:6]=2[CH:5]=[C:4]([N:14]2[CH2:18][C@H:17]([CH2:19][NH:20][C:21](=[O:23])[CH3:22])[O:16][C:15]2=[O:24])[CH:3]=1.[Li+].C[Si]([N-][Si](C)(C)C)(C)C.[CH3:35][N:36]1[C:40]([CH3:41])=[CH:39][C:38]([C:42](Cl)=[O:43])=[N:37]1.[Cl-].[NH4+]. Product: [CH3:35][N:36]1[C:40]([CH3:41])=[CH:39][C:38]([C:42]([CH:10]2[CH2:9][CH2:8][CH2:7][C:6]3[CH:5]=[C:4]([N:14]4[CH2:18][C@H:17]([CH2:19][NH:20][C:21](=[O:23])[CH3:22])[O:16][C:15]4=[O:24])[CH:3]=[C:2]([F:1])[C:12]=3[C:11]2=[O:13])=[O:43])=[N:37]1. The catalyst class is: 1. (7) Reactant: CC1(C)C(C)(C)OB([C:9]2[CH:14]=[CH:13][C:12]([C:15]34[CH2:22][CH2:21][C:18]([CH2:23][C:24]([O:26][CH3:27])=[O:25])([CH2:19][CH2:20]3)[CH2:17][O:16]4)=[CH:11][CH:10]=2)O1.Br[C:30]1[CH:35]=[CH:34][C:33]([NH:36][C:37]([C:39]2[O:43][C:42]([CH2:44][CH3:45])=[N:41][C:40]=2[CH3:46])=[O:38])=[CH:32][CH:31]=1.P([O-])([O-])([O-])=O.[K+].[K+].[K+].C(COC)OC. Product: [CH2:44]([C:42]1[O:43][C:39]([C:37]([NH:36][C:33]2[CH:34]=[CH:35][C:30]([C:9]3[CH:10]=[CH:11][C:12]([C:15]45[CH2:22][CH2:21][C:18]([CH2:23][C:24]([O:26][CH3:27])=[O:25])([CH2:19][CH2:20]4)[CH2:17][O:16]5)=[CH:13][CH:14]=3)=[CH:31][CH:32]=2)=[O:38])=[C:40]([CH3:46])[N:41]=1)[CH3:45]. The catalyst class is: 97.